From a dataset of Reaction yield outcomes from USPTO patents with 853,638 reactions. Predict the reaction yield, written as a fraction of the theoretical maximum amount of product (1.0 means a 100% yield; for example, 0.34 means a 34% yield). The reactants are [Cl:1][C:2]1[CH:7]=[CH:6][CH:5]=[CH:4][C:3]=1[CH2:8][C:9]([NH:11][NH2:12])=O.[CH2:13]([O:15][C:16]1[CH:21]=[CH:20][CH:19]=[CH:18][C:17]=1[N:22]=[C:23]=[S:24])[CH3:14]. No catalyst specified. The product is [Cl:1][C:2]1[CH:7]=[CH:6][CH:5]=[CH:4][C:3]=1[CH2:8][C:9]1[N:22]([C:17]2[CH:18]=[CH:19][CH:20]=[CH:21][C:16]=2[O:15][CH2:13][CH3:14])[C:23](=[S:24])[NH:12][N:11]=1. The yield is 0.680.